Dataset: NCI-60 drug combinations with 297,098 pairs across 59 cell lines. Task: Regression. Given two drug SMILES strings and cell line genomic features, predict the synergy score measuring deviation from expected non-interaction effect. (1) Drug 1: CC1C(C(CC(O1)OC2CC(OC(C2O)C)OC3=CC4=CC5=C(C(=O)C(C(C5)C(C(=O)C(C(C)O)O)OC)OC6CC(C(C(O6)C)O)OC7CC(C(C(O7)C)O)OC8CC(C(C(O8)C)O)(C)O)C(=C4C(=C3C)O)O)O)O. Drug 2: COC1=NC(=NC2=C1N=CN2C3C(C(C(O3)CO)O)O)N. Cell line: HT29. Synergy scores: CSS=6.51, Synergy_ZIP=0.709, Synergy_Bliss=0.469, Synergy_Loewe=-46.6, Synergy_HSA=-1.14. (2) Drug 1: CN1C(=O)N2C=NC(=C2N=N1)C(=O)N. Drug 2: C1=NC2=C(N1)C(=S)N=CN2. Cell line: SK-MEL-28. Synergy scores: CSS=13.4, Synergy_ZIP=-5.14, Synergy_Bliss=-1.77, Synergy_Loewe=-6.27, Synergy_HSA=0.660. (3) Drug 1: CN(C)N=NC1=C(NC=N1)C(=O)N. Drug 2: C1=CC(=CC=C1C#N)C(C2=CC=C(C=C2)C#N)N3C=NC=N3. Cell line: RPMI-8226. Synergy scores: CSS=9.00, Synergy_ZIP=3.39, Synergy_Bliss=8.69, Synergy_Loewe=2.98, Synergy_HSA=4.26. (4) Drug 1: CC1C(C(CC(O1)OC2CC(CC3=C2C(=C4C(=C3O)C(=O)C5=C(C4=O)C(=CC=C5)OC)O)(C(=O)CO)O)N)O.Cl. Drug 2: C1CN(CCN1C(=O)CCBr)C(=O)CCBr. Cell line: LOX IMVI. Synergy scores: CSS=28.8, Synergy_ZIP=-8.11, Synergy_Bliss=-0.414, Synergy_Loewe=3.21, Synergy_HSA=2.28. (5) Drug 1: CC1=C(C=C(C=C1)NC2=NC=CC(=N2)N(C)C3=CC4=NN(C(=C4C=C3)C)C)S(=O)(=O)N.Cl. Drug 2: C1CCC(C1)C(CC#N)N2C=C(C=N2)C3=C4C=CNC4=NC=N3. Cell line: SF-295. Synergy scores: CSS=10.3, Synergy_ZIP=-0.562, Synergy_Bliss=3.29, Synergy_Loewe=4.64, Synergy_HSA=4.42.